Dataset: Tyrosyl-DNA phosphodiesterase HTS with 341,365 compounds. Task: Binary Classification. Given a drug SMILES string, predict its activity (active/inactive) in a high-throughput screening assay against a specified biological target. The drug is ClCC(=O)Nc1n(nc(c1)C)c1sc2c(n1)cccc2. The result is 0 (inactive).